Dataset: Catalyst prediction with 721,799 reactions and 888 catalyst types from USPTO. Task: Predict which catalyst facilitates the given reaction. (1) Product: [F:1][CH:2]1[CH2:5][N:4]([C:6]([C@H:8]([NH:12][C:13]([C:15]2[C:23]3[C:18](=[N:19][CH:20]=[C:21]([C:24]4[C:32]5[C:27](=[CH:28][C:29]([F:33])=[CH:30][CH:31]=5)[N:26]([CH3:34])[N:25]=4)[N:22]=3)[NH:17][CH:16]=2)=[O:14])[CH2:9][CH2:10][CH3:11])=[O:7])[CH2:3]1. Reactant: [F:1][CH:2]1[CH2:5][N:4]([C:6]([C@H:8]([NH:12][C:13]([C:15]2[C:23]3[C:18](=[N:19][CH:20]=[C:21]([C:24]4[C:32]5[C:27](=[CH:28][C:29]([F:33])=[CH:30][CH:31]=5)[N:26]([CH3:34])[N:25]=4)[N:22]=3)[N:17](COCC[Si](C)(C)C)[CH:16]=2)=[O:14])[CH2:9][CH2:10][CH3:11])=[O:7])[CH2:3]1.FC(F)(F)C(O)=O.C(N)CN. The catalyst class is: 4. (2) Reactant: [Cl:1][C:2]1[N:3]=[N:4][C:5]([Cl:13])=[CH:6][C:7]=1[O:8][CH2:9][C@@H:10]1[CH2:12][O:11]1.[N-:14]=[N+:15]=[N-:16].[Na+]. Product: [N:14]([CH2:12][C@H:10]([OH:11])[CH2:9][O:8][C:7]1[CH:6]=[C:5]([Cl:13])[N:4]=[N:3][C:2]=1[Cl:1])=[N+:15]=[N-:16]. The catalyst class is: 38. (3) Reactant: [CH3:1][CH:2]([CH3:9])[C:3](=[O:8])[CH2:4][C:5](=O)[CH3:6].[CH:10]([C:12]1[CH:19]=[CH:18][C:15]([C:16]#[N:17])=[CH:14][CH:13]=1)=O.[F:20][C:21]([F:33])([F:32])[C:22]1[CH:23]=[C:24]([NH:28][C:29]([NH2:31])=[O:30])[CH:25]=[CH:26][CH:27]=1. Product: [C:3]([C:4]1[C@@H:10]([C:12]2[CH:19]=[CH:18][C:15]([C:16]#[N:17])=[CH:14][CH:13]=2)[NH:31][C:29](=[O:30])[N:28]([C:24]2[CH:25]=[CH:26][CH:27]=[C:22]([C:21]([F:32])([F:33])[F:20])[CH:23]=2)[C:5]=1[CH3:6])(=[O:8])[CH:2]([CH3:9])[CH3:1]. The catalyst class is: 1.